From a dataset of Peptide-MHC class II binding affinity with 134,281 pairs from IEDB. Regression. Given a peptide amino acid sequence and an MHC pseudo amino acid sequence, predict their binding affinity value. This is MHC class II binding data. The peptide sequence is TEGFMRKQKYKLRHS. The MHC is DRB1_0101 with pseudo-sequence DRB1_0101. The binding affinity (normalized) is 0.735.